Predict the reaction yield, written as a fraction of the theoretical maximum amount of product (1.0 means a 100% yield; for example, 0.34 means a 34% yield). From a dataset of Reaction yield outcomes from USPTO patents with 853,638 reactions. (1) The reactants are [CH3:1][O:2][C:3](=[O:21])[CH2:4][N:5](C(OC(C)(C)C)=O)[CH2:6][CH2:7][N:8]1[CH2:13][CH2:12][O:11][CH2:10][CH2:9]1.C(O)(C(F)(F)F)=O. The catalyst is C(Cl)Cl. The product is [CH3:1][O:2][C:3](=[O:21])[CH2:4][NH:5][CH2:6][CH2:7][N:8]1[CH2:13][CH2:12][O:11][CH2:10][CH2:9]1. The yield is 0.760. (2) The reactants are [C:1]([O:5][C:6](=[O:42])[NH:7][CH2:8][CH2:9][CH2:10][CH2:11][N:12]([CH2:28][C:29]1[CH:34]=[CH:33][C:32]([CH:35](OCC)[O:36]CC)=[CH:31][CH:30]=1)[C:13]([NH:15][C@H:16]([C:18]1[C:27]2[C:22](=[CH:23][CH:24]=[CH:25][CH:26]=2)[CH:21]=[CH:20][CH:19]=1)[CH3:17])=[O:14])([CH3:4])([CH3:3])[CH3:2]. The catalyst is CC(O)=O.O. The product is [CH:35]([C:32]1[CH:33]=[CH:34][C:29]([CH2:28][N:12]([CH2:11][CH2:10][CH2:9][CH2:8][NH:7][C:6](=[O:42])[O:5][C:1]([CH3:2])([CH3:4])[CH3:3])[C:13]([NH:15][C@H:16]([C:18]2[C:27]3[C:22](=[CH:23][CH:24]=[CH:25][CH:26]=3)[CH:21]=[CH:20][CH:19]=2)[CH3:17])=[O:14])=[CH:30][CH:31]=1)=[O:36]. The yield is 1.00. (3) The product is [CH3:1][C:2]1[N:3]([C:8]2[N:9]([CH3:19])[N:10]=[C:11]([CH:13]([CH3:15])[CH3:14])[CH:12]=2)[C:4]([CH3:7])=[CH:5][CH:6]=1.[CH3:1][C:2]1[N:3]([C:8]2[CH:12]=[C:11]([CH:13]([CH3:15])[CH3:14])[N:10]([CH3:19])[N:9]=2)[C:4]([CH3:7])=[CH:5][CH:6]=1. The yield is 0.290. The catalyst is C1COCC1.C(Cl)Cl. The reactants are [CH3:1][C:2]1[N:3]([C:8]2[CH:12]=[C:11]([CH:13]([CH3:15])[CH3:14])[NH:10][N:9]=2)[C:4]([CH3:7])=[CH:5][CH:6]=1.[H-].[Na+].N[C@H:19](C(O)=O)CCSC.[Cl-].[NH4+]. (4) The reactants are Br[C:2]1[CH:3]=[C:4]([NH:10][C:11]2[N:12]=[N:13][N:14]([CH3:16])[CH:15]=2)[C:5](=[O:9])[N:6]([CH3:8])[CH:7]=1.[C:17]([O:20][CH2:21][C:22]1[C:23]([N:37]2[CH2:48][CH2:47][N:46]3[C:39](=[CH:40][C:41]4[CH2:42][C:43]([CH3:50])([CH3:49])[CH2:44][C:45]=43)[C:38]2=[O:51])=[N:24][CH:25]=[CH:26][C:27]=1B1OC(C)(C)C(C)(C)O1)(=[O:19])[CH3:18]. No catalyst specified. The product is [C:17]([O:20][CH2:21][C:22]1[C:23]([N:37]2[CH2:48][CH2:47][N:46]3[C:39](=[CH:40][C:41]4[CH2:42][C:43]([CH3:50])([CH3:49])[CH2:44][C:45]=43)[C:38]2=[O:51])=[N:24][CH:25]=[CH:26][C:27]=1[C:2]1[CH:3]=[C:4]([NH:10][C:11]2[N:12]=[N:13][N:14]([CH3:16])[CH:15]=2)[C:5](=[O:9])[N:6]([CH3:8])[CH:7]=1)(=[O:19])[CH3:18]. The yield is 0.370. (5) The reactants are [N:1]1[C:6]2[NH:7][CH:8]=[CH:9][C:5]=2[C:4]([C:10]([OH:12])=O)=[N:3][CH:2]=1.[C:13]([O:17][CH2:18][C:19]1[CH:24]=[CH:23][CH:22]=[CH:21][CH:20]=1)(=[O:16])[NH:14][NH2:15]. No catalyst specified. The product is [N:1]1[C:6]2[NH:7][CH:8]=[CH:9][C:5]=2[C:4]([C:10]([NH:15][NH:14][C:13]([O:17][CH2:18][C:19]2[CH:24]=[CH:23][CH:22]=[CH:21][CH:20]=2)=[O:16])=[O:12])=[N:3][CH:2]=1. The yield is 0.830. (6) The reactants are [NH2:1][C:2]1[N:7]=[CH:6][C:5]([N:8]2[CH2:13][CH2:12][N:11]([C:14]([O:16][C:17]([CH3:20])([CH3:19])[CH3:18])=[O:15])[C@H:10]([CH3:21])[CH2:9]2)=[CH:4][CH:3]=1.Br[C:23]1[C:24](=[O:31])[N:25]([CH3:30])[CH:26]=[C:27]([Br:29])[CH:28]=1.C(=O)([O-])[O-].[Cs+].[Cs+].CC1(C)C2C(=C(P(C3C=CC=CC=3)C3C=CC=CC=3)C=CC=2)OC2C(P(C3C=CC=CC=3)C3C=CC=CC=3)=CC=CC1=2. The catalyst is C1C=CC(/C=C/C(/C=C/C2C=CC=CC=2)=O)=CC=1.C1C=CC(/C=C/C(/C=C/C2C=CC=CC=2)=O)=CC=1.C1C=CC(/C=C/C(/C=C/C2C=CC=CC=2)=O)=CC=1.[Pd].[Pd].O1CCOCC1. The product is [Br:29][C:27]1[CH:28]=[C:23]([NH:1][C:2]2[N:7]=[CH:6][C:5]([N:8]3[CH2:13][CH2:12][N:11]([C:14]([O:16][C:17]([CH3:20])([CH3:19])[CH3:18])=[O:15])[C@H:10]([CH3:21])[CH2:9]3)=[CH:4][CH:3]=2)[C:24](=[O:31])[N:25]([CH3:30])[CH:26]=1. The yield is 0.470.